Dataset: Full USPTO retrosynthesis dataset with 1.9M reactions from patents (1976-2016). Task: Predict the reactants needed to synthesize the given product. (1) Given the product [NH:1]([N:41]=[N+:42]=[N-:43])[C@H:2]([C:10]([NH:12][C@H:13]([C:29]([NH:31][C@H:32]([C:37]([NH:45][NH2:46])=[O:39])[CH2:33][CH:34]([CH3:36])[CH3:35])=[O:30])[CH2:14][C:15]1[CH:20]=[CH:19][C:18]([NH:21][C:22]([O:24][C:25]([CH3:28])([CH3:26])[CH3:27])=[O:23])=[CH:17][CH:16]=1)=[O:11])[CH2:3][C:4]1[CH:9]=[CH:8][CH:7]=[CH:6][CH:5]=1, predict the reactants needed to synthesize it. The reactants are: [NH:1]([N:41]=[N+:42]=[N-:43])[C@H:2]([C:10]([NH:12][C@H:13]([C:29]([NH:31][C@H:32]([C:37]([O:39]C)=O)[CH2:33][CH:34]([CH3:36])[CH3:35])=[O:30])[CH2:14][C:15]1[CH:20]=[CH:19][C:18]([NH:21][C:22]([O:24][C:25]([CH3:28])([CH3:27])[CH3:26])=[O:23])=[CH:17][CH:16]=1)=[O:11])[CH2:3][C:4]1[CH:9]=[CH:8][CH:7]=[CH:6][CH:5]=1.O.[NH2:45][NH2:46]. (2) Given the product [F:23][C:24]1[CH:29]=[CH:28][C:27]([N:30]=[C:31]2[NH:8][C@@H:3]([CH2:4][CH:5]([CH3:7])[CH3:6])[CH2:2][S:32]2)=[C:26]([CH3:33])[CH:25]=1, predict the reactants needed to synthesize it. The reactants are: O[CH2:2][C@@H:3]([NH2:8])[CH2:4][CH:5]([CH3:7])[CH3:6].COC(=O)[C@H](CC(C)C)N.OCCN.[F:23][C:24]1[CH:29]=[CH:28][C:27]([N:30]=[C:31]=[S:32])=[C:26]([CH3:33])[CH:25]=1.